Dataset: Reaction yield outcomes from USPTO patents with 853,638 reactions. Task: Predict the reaction yield, written as a fraction of the theoretical maximum amount of product (1.0 means a 100% yield; for example, 0.34 means a 34% yield). (1) The product is [CH3:1][O:2][C:3]([C:5]1[CH:10]=[C:9]([Cl:20])[N:8]=[C:7]([C:13]([O:15][CH2:16][CH3:17])=[O:14])[CH:6]=1)=[O:4]. The catalyst is CN(C=O)C. The yield is 0.780. The reactants are [CH3:1][O:2][C:3]([C:5]1[CH:10]=[C:9](OC)[N:8]=[C:7]([C:13]([O:15][CH2:16][CH3:17])=[O:14])[CH:6]=1)=[O:4].P(Cl)(Cl)([Cl:20])=O. (2) The yield is 0.330. The reactants are C1N2CN3CN(C2)CN1C3.[Br:11][C:12]1[CH:13]=[C:14]2[CH:20]=[CH:19][NH:18][C:15]2=[N:16][CH:17]=1.C[C:22](O)=[O:23]. The catalyst is O. The product is [Br:11][C:12]1[CH:13]=[C:14]2[C:20]([CH:22]=[O:23])=[CH:19][NH:18][C:15]2=[N:16][CH:17]=1. (3) The catalyst is C1C=CC(/C=C/C(/C=C/C2C=CC=CC=2)=O)=CC=1.C1C=CC(/C=C/C(/C=C/C2C=CC=CC=2)=O)=CC=1.C1C=CC(/C=C/C(/C=C/C2C=CC=CC=2)=O)=CC=1.[Pd].[Pd].O1CCOCC1. The product is [CH3:8][N:6]1[CH:7]=[C:2]([B:17]2[O:21][C:20]([CH3:23])([CH3:22])[C:19]([CH3:25])([CH3:24])[O:18]2)[CH:3]=[C:4]([NH:10][C:11]2[CH:16]=[CH:15][CH:14]=[CH:13][N:12]=2)[C:5]1=[O:9]. The reactants are Br[C:2]1[CH:3]=[C:4]([NH:10][C:11]2[CH:16]=[CH:15][CH:14]=[CH:13][N:12]=2)[C:5](=[O:9])[N:6]([CH3:8])[CH:7]=1.[B:17]1([B:17]2[O:21][C:20]([CH3:23])([CH3:22])[C:19]([CH3:25])([CH3:24])[O:18]2)[O:21][C:20]([CH3:23])([CH3:22])[C:19]([CH3:25])([CH3:24])[O:18]1.CC(C1C=C(C(C)C)C(C2C=CC=CC=2P(C2CCCCC2)C2CCCCC2)=C(C(C)C)C=1)C.C([O-])(=O)C.[K+]. The yield is 0.960. (4) The reactants are [NH2:1][C:2]1[C:3]([C:7]2[N:8]([C:26]3[CH:31]=[CH:30][CH:29]=[CH:28][CH:27]=3)[C:9]3[CH:14]=[C:13]([O:15][C:16]4[CH:17]=[C:18]([CH:22]=[CH:23][CH:24]=4)[C:19]([OH:21])=O)[N:12]=[CH:11][C:10]=3[N:25]=2)=[N:4][O:5][N:6]=1.C(N(CC)C(C)C)(C)C.[NH2:41][CH2:42][CH2:43][N:44]1[CH2:49][CH2:48][O:47][CH2:46][CH2:45]1. The catalyst is ClCCl. The product is [NH2:1][C:2]1[C:3]([C:7]2[N:8]([C:26]3[CH:31]=[CH:30][CH:29]=[CH:28][CH:27]=3)[C:9]3[CH:14]=[C:13]([O:15][C:16]4[CH:17]=[C:18]([CH:22]=[CH:23][CH:24]=4)[C:19]([NH:41][CH2:42][CH2:43][N:44]4[CH2:49][CH2:48][O:47][CH2:46][CH2:45]4)=[O:21])[N:12]=[CH:11][C:10]=3[N:25]=2)=[N:4][O:5][N:6]=1. The yield is 0.310.